This data is from Forward reaction prediction with 1.9M reactions from USPTO patents (1976-2016). The task is: Predict the product of the given reaction. (1) Given the reactants Cl[C:2]1[C:7]([N+:8]([O-:10])=[O:9])=[CH:6][C:5]([CH3:11])=[C:4]([CH3:12])[N:3]=1.[NH2:13][C:14]1[CH:19]=[CH:18][C:17]([CH2:20][CH2:21][OH:22])=[CH:16][CH:15]=1.N1C(C)=CC=CC=1C, predict the reaction product. The product is: [CH3:11][C:5]1[CH:6]=[C:7]([N+:8]([O-:10])=[O:9])[C:2]([NH:13][C:14]2[CH:19]=[CH:18][C:17]([CH2:20][CH2:21][OH:22])=[CH:16][CH:15]=2)=[N:3][C:4]=1[CH3:12]. (2) Given the reactants C([N:4]([S:11]([C:14]1[CH:19]=[CH:18][C:17]([C:20]2[C:21]([C:26]3[CH:31]=[CH:30][CH:29]=[CH:28][CH:27]=3)=[N:22][O:23][C:24]=2[CH3:25])=[CH:16][CH:15]=1)(=[O:13])=[O:12])[CH2:5][C:6]([O:8]CC)=[O:7])(=O)C.O[Li].O, predict the reaction product. The product is: [CH3:25][C:24]1[O:23][N:22]=[C:21]([C:26]2[CH:27]=[CH:28][CH:29]=[CH:30][CH:31]=2)[C:20]=1[C:17]1[CH:18]=[CH:19][C:14]([S:11]([NH:4][CH2:5][C:6]([OH:8])=[O:7])(=[O:13])=[O:12])=[CH:15][CH:16]=1. (3) Given the reactants [SH:1][C:2]1[CH:7]=[CH:6][C:5]([OH:8])=[CH:4][CH:3]=1.[OH-].[Na+].Br[CH2:12][CH2:13][OH:14].CCCCCC, predict the reaction product. The product is: [OH:14][CH2:13][CH2:12][S:1][C:2]1[CH:7]=[CH:6][C:5]([OH:8])=[CH:4][CH:3]=1. (4) Given the reactants C([N:8]1[CH2:12][CH2:11][C@@H:10]([NH:13][C:14](=[O:29])[CH2:15][NH:16][C:17](=[O:28])[C:18]2[CH:23]=[CH:22][CH:21]=[C:20]([C:24]([F:27])([F:26])[F:25])[CH:19]=2)[CH2:9]1)C1C=CC=CC=1, predict the reaction product. The product is: [NH:8]1[CH2:12][CH2:11][C@@H:10]([NH:13][C:14]([CH2:15][NH:16][C:17](=[O:28])[C:18]2[CH:23]=[CH:22][CH:21]=[C:20]([C:24]([F:27])([F:25])[F:26])[CH:19]=2)=[O:29])[CH2:9]1. (5) The product is: [Br:1][C:2]1[CH:3]=[CH:4][C:5]([CH2:8][C:9]([NH:18][CH3:16])=[O:11])=[N:6][CH:7]=1. Given the reactants [Br:1][C:2]1[CH:3]=[CH:4][C:5]([CH2:8][C:9]([OH:11])=O)=[N:6][CH:7]=1.C1C=CC2N(O)N=[N:18][C:16]=2C=1.CCN=C=NCCCN(C)C.Cl.CN, predict the reaction product. (6) Given the reactants [F:1][CH2:2][CH:3](O)[CH2:4][F:5].N1C=CC=CC=1.C(#N)C.FC(F)(F)S(OS(C(F)(F)F)(=O)=O)(=O)=O.C(=O)([O-])[O-].[K+].[K+].[CH3:37][O:38][C:39]1[C:49]([N+:50]([O-:52])=[O:51])=[CH:48][C:42]2[CH2:43][CH2:44][NH:45][CH2:46][CH2:47][C:41]=2[CH:40]=1, predict the reaction product. The product is: [F:1][CH2:2][CH:3]([N:45]1[CH2:46][CH2:47][C:41]2[CH:40]=[C:39]([O:38][CH3:37])[C:49]([N+:50]([O-:52])=[O:51])=[CH:48][C:42]=2[CH2:43][CH2:44]1)[CH2:4][F:5]. (7) The product is: [CH:15]([C:14]1[CH:17]=[CH:18][CH:19]=[CH:20][C:13]=1[C:6]1[CH:7]=[CH:8][C:3]([C:1]#[N:2])=[CH:4][CH:5]=1)=[O:16]. Given the reactants [C:1]([C:3]1[CH:8]=[CH:7][C:6](B(O)O)=[CH:5][CH:4]=1)#[N:2].Br[C:13]1[CH:20]=[CH:19][CH:18]=[CH:17][C:14]=1[CH:15]=[O:16].C(=O)([O-])[O-].[K+].[K+].C1(P(C2C=CC=CC=2)C2C=CC=CC=2)C=CC=CC=1, predict the reaction product. (8) Given the reactants [CH3:1][C:2]1([CH3:19])[CH2:6][C:5]2([CH2:11][CH2:10][CH:9]([N:12]3[C:16]([CH:17]=O)=[CH:15][CH:14]=[N:13]3)[CH2:8][CH2:7]2)[O:4][CH2:3]1.[CH3:20][N:21]([CH2:29][CH2:30][NH:31][CH3:32])[C:22](=[O:28])[O:23][C:24]([CH3:27])([CH3:26])[CH3:25].[BH-](OC(C)=O)(OC(C)=O)OC(C)=O.[Na+], predict the reaction product. The product is: [CH3:1][C:2]1([CH3:19])[CH2:6][C:5]2([CH2:11][CH2:10][CH:9]([N:12]3[C:16]([CH2:17][N:31]([CH3:32])[CH2:30][CH2:29][N:21]([CH3:20])[C:22](=[O:28])[O:23][C:24]([CH3:25])([CH3:26])[CH3:27])=[CH:15][CH:14]=[N:13]3)[CH2:8][CH2:7]2)[O:4][CH2:3]1. (9) Given the reactants [Br:1][C:2]1[CH:3]=[C:4]([C:10]2[CH2:14][C:13]([C:19]3[CH:24]=[C:23]([Cl:25])[CH:22]=[C:21]([Cl:26])[CH:20]=3)([C:15]([F:18])([F:17])[F:16])[O:12][N:11]=2)[CH:5]=[CH:6][C:7]=1[CH2:8]Br.[CH3:27][N:28]1[C:32](=[O:33])[NH:31][N:30]=[N:29]1.C(=O)([O-])[O-].[K+].[K+], predict the reaction product. The product is: [Br:1][C:2]1[CH:3]=[C:4]([C:10]2[CH2:14][C:13]([C:19]3[CH:24]=[C:23]([Cl:25])[CH:22]=[C:21]([Cl:26])[CH:20]=3)([C:15]([F:18])([F:17])[F:16])[O:12][N:11]=2)[CH:5]=[CH:6][C:7]=1[CH2:8][N:31]1[C:32](=[O:33])[N:28]([CH3:27])[N:29]=[N:30]1. (10) Given the reactants C[O:2][CH:3]1[CH2:8][CH2:7][CH:6]([C:9]2[S:10][C:11]3[CH:17]=[CH:16][CH:15]=[CH:14][C:12]=3[N:13]=2)[CH2:5][CH2:4]1, predict the reaction product. The product is: [S:10]1[C:11]2[CH:17]=[CH:16][CH:15]=[CH:14][C:12]=2[N:13]=[C:9]1[CH:6]1[CH2:7][CH2:8][CH:3]([OH:2])[CH2:4][CH2:5]1.